The task is: Predict the reactants needed to synthesize the given product.. This data is from Full USPTO retrosynthesis dataset with 1.9M reactions from patents (1976-2016). (1) Given the product [C:23]1([CH2:29][N:30]2[CH2:35][CH2:34][C:33]([C:2]3[CH:7]=[CH:6][C:5]([O:8][CH2:9][CH2:10][CH2:11][N:12]4[CH2:17][CH2:16][CH2:15][CH2:14][CH2:13]4)=[CH:4][CH:3]=3)([OH:36])[CH2:32][CH2:31]2)[CH:24]=[CH:25][CH:26]=[CH:27][CH:28]=1, predict the reactants needed to synthesize it. The reactants are: I[C:2]1[CH:7]=[CH:6][C:5]([O:8][CH2:9][CH2:10][CH2:11][N:12]2[CH2:17][CH2:16][CH2:15][CH2:14][CH2:13]2)=[CH:4][CH:3]=1.C([Li])CCC.[C:23]1([CH2:29][N:30]2[CH2:35][CH2:34][C:33](=[O:36])[CH2:32][CH2:31]2)[CH:28]=[CH:27][CH:26]=[CH:25][CH:24]=1.[Cl-].[NH4+]. (2) Given the product [NH2:38][C:13]1[CH:12]=[N:11][C:10]2[N:5]([CH2:4][CH:1]3[CH2:3][CH2:2]3)[C:6](=[O:23])[N:7]([CH2:19][CH:20]3[CH2:21][CH2:22]3)[C:8](=[O:18])[C:9]=2[CH:14]=1, predict the reactants needed to synthesize it. The reactants are: [CH:1]1([CH2:4][N:5]2[C:10]3[N:11]=[CH:12][C:13](C(O)=O)=[CH:14][C:9]=3[C:8](=[O:18])[N:7]([CH2:19][CH:20]3[CH2:22][CH2:21]3)[C:6]2=[O:23])[CH2:3][CH2:2]1.C1C=CC(P([N:38]=[N+]=[N-])(C2C=CC=CC=2)=O)=CC=1. (3) Given the product [OH:4][C@H:5]([CH2:11][C:12]1[CH:17]=[CH:16][CH:15]=[CH:14][C:13]=1[O:18][CH:19]1[CH2:24][CH2:23][CH2:22][CH2:21][O:20]1)[C:6]([O:8][CH2:9][CH3:10])=[O:7], predict the reactants needed to synthesize it. The reactants are: C([O:4][C@H:5]([CH2:11][C:12]1[CH:17]=[CH:16][CH:15]=[CH:14][C:13]=1[O:18][CH:19]1[CH2:24][CH2:23][CH2:22][CH2:21][O:20]1)[C:6]([O:8][CH2:9][CH3:10])=[O:7])(=O)C.[O-]CC.[Na+]. (4) Given the product [CH:3]([O-:4])=[O:2].[C:17]([C:14]1[CH:15]=[CH:16][C:11]([C@H:10]2[N:9]3[C:25](=[O:28])[NH:26][N:27]=[C:8]3[N:7]([C:29]3[CH:34]=[CH:33][CH:32]=[C:31]([C:35]([F:37])([F:36])[F:38])[CH:30]=3)[C:6]([CH3:39])=[C:5]2[C:3]([O:2][CH3:1])=[O:4])=[C:12]([CH2:19][CH2:20][CH2:21][N+:22]([CH2:41][CH2:42][CH2:43][S:44]([CH3:47])(=[O:46])=[O:45])([CH3:24])[CH3:23])[CH:13]=1)#[N:18], predict the reactants needed to synthesize it. The reactants are: [CH3:1][O:2][C:3]([C:5]1[C@@H:10]([C:11]2[CH:16]=[CH:15][C:14]([C:17]#[N:18])=[CH:13][C:12]=2[CH2:19][CH2:20][CH2:21][N:22]([CH3:24])[CH3:23])[N:9]2[C:25](=[O:28])[NH:26][N:27]=[C:8]2[N:7]([C:29]2[CH:34]=[CH:33][CH:32]=[C:31]([C:35]([F:38])([F:37])[F:36])[CH:30]=2)[C:6]=1[CH3:39])=[O:4].Br[CH2:41][CH2:42][CH2:43][S:44]([CH3:47])(=[O:46])=[O:45]. (5) Given the product [CH2:1]([O:3][C:4]1[N+:5]([O-:22])=[CH:6][C:7]2[C:12]([CH:13]=1)=[CH:11][CH:10]=[CH:9][CH:8]=2)[CH3:2], predict the reactants needed to synthesize it. The reactants are: [CH2:1]([O:3][C:4]1[N:5]=[CH:6][C:7]2[C:12]([CH:13]=1)=[CH:11][CH:10]=[CH:9][CH:8]=2)[CH3:2].C1C=C(Cl)C=C(C(OO)=[O:22])C=1. (6) Given the product [OH:62][N:48]1[C:49]([O:53][CH2:54][CH2:55][CH2:56][CH2:57][CH2:58][CH2:59][CH2:60][CH3:61])=[CH:50][CH:51]=[CH:52][C:47]1=[O:46], predict the reactants needed to synthesize it. The reactants are: ClC1C=CC=C(Cl)[N+]=1[O-].[OH-].[Na+].C(O)CCCCCCC.ClC1C=CC=C(OCCCCCCCC)[N+]=1[O-].C([O:46][C:47]1[CH:52]=[CH:51][CH:50]=[C:49]([O:53][CH2:54][CH2:55][CH2:56][CH2:57][CH2:58][CH2:59][CH2:60][CH3:61])[N+:48]=1[O-:62])CCCCCCC.